From a dataset of Experimentally validated miRNA-target interactions with 360,000+ pairs, plus equal number of negative samples. Binary Classification. Given a miRNA mature sequence and a target amino acid sequence, predict their likelihood of interaction. (1) The miRNA is mmu-miR-574-3p with sequence CACGCUCAUGCACACACCCACA. The protein sequence of the target gene is MAAADTCGAGTLSSRSVASEAGQGGTSSFQRKGKASGGPGGGPRLLSIAGTRPSVRNGQLLVSTGLPALDQLLGGGLAVGTLLLIEEDKYNIYSPLLFKYFMAEGIINGHTLLVASAKENPAKILQELPAPLLDDNSKKELEDVHSAKTPEPNVNMKIAWRYQLQPKMEVGPVSSSRFGHYYDLSKRIPWELLQSSKWHGFFLPEHISPDLKGESCFLSCGYMRLLEFIQKSVYAEGFDGANPQKKQKNILRIGIQNLGSPLWGDDICCKENCDNNHRLTKFLYILRGLLRSSLSACIIT.... Result: 0 (no interaction). (2) The protein sequence of the target gene is MSDSKEPRLQQLGLLEEEQLRGLGFRQTRGYKSLAGCLGHGPLVLQLLSFTLLAGLLVQVSKVPSSISQEQSRQDAIYQNLTQLKAAVGELSEKSKLQEIYQELTQLKAAVGELPEKSKLQEIYQELTRLKAAVGELPEKSKLQEIYQELTWLKAAVGELPEKSKMQEIYQELTRLKAAVGELPEKSKQQEIYQELTRLKAAVGELPEKSKQQEIYQELTRLKAAVGELPEKSKQQEIYQELTQLKAAVERLCHPCPWEWTFFQGNCYFMSNSQRNWHDSITACKEVGAQLVVIKSAEEQ.... Result: 1 (interaction). The miRNA is hsa-miR-665 with sequence ACCAGGAGGCUGAGGCCCCU. (3) The miRNA is hsa-miR-5189-5p with sequence UCUGGGCACAGGCGGAUGGACAGG. The protein sequence of the target gene is MASLPPHAGPATPLSPTRLSRLQEKEELRELNDRLAHYIDRVRALELENDRLLLRISEKEEVTTREVSGIKTLYESELADARRVLDETARERARLQIEIGKVQAELEEARKSAKKREGELTVAQGRVKDLESLFHRSEAELATALSDKQGLETEVAELRAQLAKAEDGHAVAKKQLEKETLMRVDLENRCQSLQEELAFSKSVFEEEVRETRRRHERRLVEVDSSRQQEYDFKMAQALEDLRSQHDEQVRLYRVELEQTYQAKLDNAKLLSDQNDKAAHAAREELKEARMRVESLSYQLL.... Result: 0 (no interaction). (4) The miRNA is hsa-miR-6124 with sequence GGGAAAAGGAAGGGGGAGGA. The protein sequence of the target gene is MGSVRTNRYSIVSSEEDGMKLATMAVANGFGNGKSKVHTRQQCRSRFVKKDGHCNVQFINVGEKGQRYLADIFTTCVDIRWRWMLVIFCLAFVLSWLFFGCVFWLIALLHGDLDASKEGKACVSEVNSFTAAFLFSIETQTTIGYGFRCVTDECPIAVFMVVFQSIVGCIIDAFIIGAVMAKMAKPKKRNETLVFSHNAVIAMRDGKLCLMWRVGNLRKSHLVEAHVRAQLLKSRITSEGEYIPLDQIDINVGFDSGIDRIFLVSPITIVHEIDEDSPLYDLSKQDIDNADFEIVVILEG.... Result: 1 (interaction). (5) The miRNA is mmu-miR-412-3p with sequence UUCACCUGGUCCACUAGCCG. The protein sequence of the target gene is MSDSLDNEEKPPAPPLRMNSNNRDSSALNHSSKPLPMAPEEKNKKARLRSIFPGGGDKTNKKKEKERPEISLPSDFEHTIHVGFDAVTGEFTPDLYGSQMCPGKLPEGIPEQWARLLQTSNITKLEQKKNPQAVLDVLKFYDSKETVNNQKYMSFTSGDKSAHGYIAAHQSNTKTASEPPLAPPVSEEEDEEEEEEEDDNEPPPVIAPRPEHTKSIYTRSVVESIASPAAPNKEDIPPSAENANSTTLYRNTDRQRKKSKMTDEEILEKLRSIVSVGDPKKKYTRFEKIGQGASGTVYTA.... Result: 0 (no interaction).